This data is from Reaction yield outcomes from USPTO patents with 853,638 reactions. The task is: Predict the reaction yield, written as a fraction of the theoretical maximum amount of product (1.0 means a 100% yield; for example, 0.34 means a 34% yield). (1) The reactants are Br[CH2:2][CH2:3][C:4]1[CH:9]=[CH:8][C:7]([C:10]([C:15]2[CH:20]=[CH:19][C:18]([CH2:21][CH2:22][CH:23]([OH:28])[C:24]([CH3:27])([CH3:26])[CH3:25])=[C:17]([CH3:29])[CH:16]=2)([CH2:13][CH3:14])[CH2:11][CH3:12])=[CH:6][C:5]=1[CH3:30].[SH:31][CH2:32][CH2:33][C:34]([O:36][CH3:37])=[O:35]. No catalyst specified. The product is [CH3:37][O:36][C:34](=[O:35])[CH2:33][CH2:32][S:31][CH2:2][CH2:3][C:4]1[CH:9]=[CH:8][C:7]([C:10]([CH2:13][CH3:14])([C:15]2[CH:20]=[CH:19][C:18]([CH2:21][CH2:22][CH:23]([OH:28])[C:24]([CH3:27])([CH3:26])[CH3:25])=[C:17]([CH3:29])[CH:16]=2)[CH2:11][CH3:12])=[CH:6][C:5]=1[CH3:30]. The yield is 0.360. (2) The reactants are [NH2:1][CH2:2][CH2:3][NH:4][CH2:5][C@@H:6]1[C@H:9]([NH:10][C:11](=[O:47])/[C:12](=[N:26]\[O:27][C:28]2([C:31]([O:33][CH:34]([C:41]3[CH:46]=[CH:45][CH:44]=[CH:43][CH:42]=3)[C:35]3[CH:40]=[CH:39][CH:38]=[CH:37][CH:36]=3)=[O:32])[CH2:30][CH2:29]2)/[C:13]2[N:14]=[C:15]([NH:18][C:19]([O:21][C:22]([CH3:25])([CH3:24])[CH3:23])=[O:20])[S:16][CH:17]=2)[C:8](=[O:48])[NH:7]1.C1N=CN([C:54](N2C=NC=C2)=[O:55])C=1. The catalyst is C(Cl)(Cl)Cl. The product is [C:22]([O:21][C:19]([NH:18][C:15]1[S:16][CH:17]=[C:13](/[C:12](=[N:26]/[O:27][C:28]2([C:31]([O:33][CH:34]([C:35]3[CH:40]=[CH:39][CH:38]=[CH:37][CH:36]=3)[C:41]3[CH:46]=[CH:45][CH:44]=[CH:43][CH:42]=3)=[O:32])[CH2:29][CH2:30]2)/[C:11](=[O:47])[NH:10][C@H:9]2[C@@H:6]([CH2:5][N:4]3[CH2:3][CH2:2][NH:1][C:54]3=[O:55])[NH:7][C:8]2=[O:48])[N:14]=1)=[O:20])([CH3:24])([CH3:23])[CH3:25]. The yield is 0.490. (3) The product is [N:1]1([C:7]2[N:12]=[C:11]([N:13]3[CH:14]4[CH2:20][CH2:19][CH:18]3[CH2:17][O:16][CH2:15]4)[N:10]=[C:9]([C:21]3[CH:27]=[CH:26][C:24]([NH:25][C:39]([NH:47][C:48]4[CH:53]=[CH:52][N:51]=[CH:50][CH:49]=4)=[O:45])=[CH:23][CH:22]=3)[N:8]=2)[CH2:2][CH2:3][O:4][CH2:5][CH2:6]1. The reactants are [N:1]1([C:7]2[N:12]=[C:11]([N:13]3[CH:18]4[CH2:19][CH2:20][CH:14]3[CH2:15][O:16][CH2:17]4)[N:10]=[C:9]([C:21]3[CH:27]=[CH:26][C:24]([NH2:25])=[CH:23][CH:22]=3)[N:8]=2)[CH2:6][CH2:5][O:4][CH2:3][CH2:2]1.CCN(CC)CC.ClC(Cl)(O[C:39](=[O:45])OC(Cl)(Cl)Cl)Cl.[NH2:47][C:48]1[CH:53]=[CH:52][N:51]=[CH:50][CH:49]=1. The catalyst is C(Cl)(Cl)Cl. The yield is 0.240. (4) The reactants are FC(F)(F)C(O)=O.[O:8]1[CH2:13][CH2:12][C:11](=O)[CH2:10][CH2:9]1.C(O[BH-](OC(=O)C)OC(=O)C)(=O)C.C[N+](C)(C)C.[NH2:33][C:34]1[CH:46]=[C:45]([CH:47]2[CH2:52][CH2:51][N:50]([CH3:53])[CH2:49][CH2:48]2)[CH:44]=[CH:43][C:35]=1[C:36]([O:38][C:39]([CH3:42])([CH3:41])[CH3:40])=[O:37]. The catalyst is ClCCl. The product is [CH3:53][N:50]1[CH2:51][CH2:52][CH:47]([C:45]2[CH:44]=[CH:43][C:35]([C:36]([O:38][C:39]([CH3:42])([CH3:40])[CH3:41])=[O:37])=[C:34]([NH:33][CH:11]3[CH2:12][CH2:13][O:8][CH2:9][CH2:10]3)[CH:46]=2)[CH2:48][CH2:49]1. The yield is 1.00. (5) The reactants are [CH3:1][N:2]1[C:10]2[C:5](=[CH:6][CH:7]=[CH:8][CH:9]=2)[CH2:4][C:3]1=[O:11].[CH:12]([C:14]1[NH:18][C:17]([C:19]([OH:21])=[O:20])=[CH:16][C:15]=1[CH3:22])=O. No catalyst specified. The product is [CH3:22][C:15]1[CH:16]=[C:17]([C:19]([OH:21])=[O:20])[NH:18][C:14]=1[CH:12]=[C:4]1[C:5]2[C:10](=[CH:9][CH:8]=[CH:7][CH:6]=2)[N:2]([CH3:1])[C:3]1=[O:11]. The yield is 0.860.